This data is from Full USPTO retrosynthesis dataset with 1.9M reactions from patents (1976-2016). The task is: Predict the reactants needed to synthesize the given product. (1) Given the product [C:52]([NH:51][CH2:50][CH2:49][C:46]1[CH:45]=[CH:44][C:43]([F:42])=[CH:48][C:47]=1[O:31][CH2:30][CH2:29][O:28][CH:16]1[CH:15]([C:12]2[CH:13]=[CH:14][C:9]([O:8][CH2:1][C:2]3[CH:7]=[CH:6][CH:5]=[CH:4][CH:3]=3)=[CH:10][CH:11]=2)[CH2:20][CH2:19][N:18]([C:21]([O:23][C:24]([CH3:25])([CH3:26])[CH3:27])=[O:22])[CH2:17]1)(=[O:54])[CH3:53], predict the reactants needed to synthesize it. The reactants are: [CH2:1]([O:8][C:9]1[CH:14]=[CH:13][C:12]([CH:15]2[CH2:20][CH2:19][N:18]([C:21]([O:23][C:24]([CH3:27])([CH3:26])[CH3:25])=[O:22])[CH2:17][CH:16]2[O:28][CH2:29][CH2:30][O:31]S(C2C=CC(C)=CC=2)(=O)=O)=[CH:11][CH:10]=1)[C:2]1[CH:7]=[CH:6][CH:5]=[CH:4][CH:3]=1.[F:42][C:43]1[CH:48]=[CH:47][C:46]([CH2:49][CH2:50][NH:51][C:52](=[O:54])[CH3:53])=[C:45](O)[CH:44]=1. (2) Given the product [CH3:66][C:67]1([CH3:73])[CH2:68][N:69]([C:2]2[CH:3]=[C:4]3[C@:15]4([CH2:19][O:18][C:17]([NH2:20])=[N:16]4)[C:14]4[C:9](=[CH:10][CH:11]=[C:12]([C:21]5[C:22]([F:27])=[N:23][CH:24]=[CH:25][CH:26]=5)[CH:13]=4)[O:8][C:5]3=[N:6][CH:7]=2)[CH2:70][CH2:71][O:72]1, predict the reactants needed to synthesize it. The reactants are: Br[C:2]1[CH:3]=[C:4]2[C@:15]3([CH2:19][O:18][C:17]([NH2:20])=[N:16]3)[C:14]3[C:9](=[CH:10][CH:11]=[C:12]([C:21]4[C:22]([F:27])=[N:23][CH:24]=[CH:25][CH:26]=4)[CH:13]=3)[O:8][C:5]2=[N:6][CH:7]=1.CN(C1C(C2C(P(C3CCCCC3)C3CCCCC3)=CC=CC=2)=CC=CC=1)C.C[Si]([N-][Si](C)(C)C)(C)C.[Li+].[CH3:66][C:67]1([CH3:73])[O:72][CH2:71][CH2:70][NH:69][CH2:68]1.